From a dataset of Retrosynthesis with 50K atom-mapped reactions and 10 reaction types from USPTO. Predict the reactants needed to synthesize the given product. Given the product CCOc1cccc(CNCC(OCC)OCC)c1O, predict the reactants needed to synthesize it. The reactants are: CCOC(CN)OCC.CCOc1cccc(C=O)c1O.